This data is from Forward reaction prediction with 1.9M reactions from USPTO patents (1976-2016). The task is: Predict the product of the given reaction. (1) Given the reactants C([O-])C.[Na+].[F:5][C:6]1[CH:11]=[CH:10][C:9]([OH:12])=[CH:8][CH:7]=1.Cl[CH2:14][CH2:15][CH2:16][C:17]([O:19][CH2:20][CH3:21])=[O:18], predict the reaction product. The product is: [CH2:20]([O:19][C:17](=[O:18])[CH2:16][CH2:15][CH2:14][O:12][C:9]1[CH:10]=[CH:11][C:6]([F:5])=[CH:7][CH:8]=1)[CH3:21]. (2) Given the reactants [CH:1]([C@H:4]1[CH2:8][O:7][C:6](=[O:9])[NH:5]1)([CH3:3])[CH3:2].C([Li])CCC.[F:15][CH:16]([CH3:20])[C:17](Cl)=[O:18].[NH4+].[Cl-], predict the reaction product. The product is: [F:15][CH:16]([CH3:20])[C:17]([N:5]1[C@@H:4]([CH:1]([CH3:3])[CH3:2])[CH2:8][O:7][C:6]1=[O:9])=[O:18]. (3) The product is: [CH3:1][O:2][CH2:3][C@H:4]([O:6][C:7]1[CH:8]=[C:9]([CH:10]=[CH:11][CH:12]=1)[NH2:13])[CH3:5]. Given the reactants [CH3:1][O:2][CH2:3][C@H:4]([O:6][C:7]1[CH:12]=[CH:11][CH:10]=[C:9]([N+:13]([O-])=O)[CH:8]=1)[CH3:5], predict the reaction product. (4) The product is: [CH:22]([NH:1][C:2]1[CH:7]=[C:6]([O:8][CH3:9])[CH:5]=[CH:4][C:3]=1[CH:10]1[CH2:19][CH2:18][C:17]2[CH:16]=[C:15]([OH:20])[CH:14]=[CH:13][C:12]=2[CH2:11]1)([CH3:24])[CH3:21]. Given the reactants [NH2:1][C:2]1[CH:7]=[C:6]([O:8][CH3:9])[CH:5]=[CH:4][C:3]=1[CH:10]1[CH2:19][CH2:18][C:17]2[CH:16]=[C:15]([OH:20])[CH:14]=[CH:13][C:12]=2[CH2:11]1.[CH3:21][C:22]([CH3:24])=O, predict the reaction product.